From a dataset of NCI-60 drug combinations with 297,098 pairs across 59 cell lines. Regression. Given two drug SMILES strings and cell line genomic features, predict the synergy score measuring deviation from expected non-interaction effect. Drug 1: C1CN1C2=NC(=NC(=N2)N3CC3)N4CC4. Drug 2: CC1C(C(CC(O1)OC2CC(CC3=C2C(=C4C(=C3O)C(=O)C5=C(C4=O)C(=CC=C5)OC)O)(C(=O)C)O)N)O.Cl. Cell line: HL-60(TB). Synergy scores: CSS=84.8, Synergy_ZIP=1.82, Synergy_Bliss=2.59, Synergy_Loewe=1.46, Synergy_HSA=5.38.